Task: Predict the reactants needed to synthesize the given product.. Dataset: Full USPTO retrosynthesis dataset with 1.9M reactions from patents (1976-2016) Given the product [F:37][C:38]1[CH:43]=[CH:42][C:41]([C:44]2[CH:49]=[CH:48][N:47]=[CH:46][C:45]=2[N:50]([CH2:19][CH:18]2[CH2:17][CH2:16][CH2:15][O:30]2)[C:51](=[O:57])[O:52][C:53]([CH3:54])([CH3:55])[CH3:56])=[C:40]([O:58][CH3:59])[CH:39]=1, predict the reactants needed to synthesize it. The reactants are: ClC1C=CC=CC=1C1C=CN=CC=1N(CCS(C)(=O)=O)[C:15](=[O:30])[C:16]1C=C(C(F)(F)F)[CH:19]=[C:18](C(F)(F)F)[CH:17]=1.[F:37][C:38]1[CH:43]=[CH:42][C:41]([C:44]2[CH:49]=[CH:48][N:47]=[CH:46][C:45]=2[NH:50][C:51](=[O:57])[O:52][C:53]([CH3:56])([CH3:55])[CH3:54])=[C:40]([O:58][CH3:59])[CH:39]=1.C(Cl)C1OCCC1.